The task is: Predict the reactants needed to synthesize the given product.. This data is from Full USPTO retrosynthesis dataset with 1.9M reactions from patents (1976-2016). Given the product [C:60]([O:64][C:65]([NH:67][C@H:68]([CH2:75][CH2:76][CH2:77][CH2:78][NH:79][C:80](=[O:97])[C@@H:81]([NH:89][C:90]([O:92][C:93]([CH3:96])([CH3:95])[CH3:94])=[O:91])[CH2:82][S:83][S:84][C:85]([CH3:86])([CH3:87])[CH3:88])[C:69]([O:40][C@H:39]1[C@@H:38]([OH:41])[C@H:37]([N:42]2[CH:50]=[N:49][C:48]3[C:43]2=[N:44][CH:45]=[N:46][C:47]=3[NH2:51])[O:36][C@H:35]1[CH2:34][O:33][P:30]([O:29][C@H:28]1[CH2:27][C@H:26]([N:52]2[CH:57]=[CH:56][C:55]([NH2:58])=[N:54][C:53]2=[O:59])[O:25][C@@H:24]1[CH2:23][O:22][P:18]([OH:21])([OH:20])=[O:19])([OH:32])=[O:31])=[O:70])=[O:66])([CH3:61])([CH3:62])[CH3:63], predict the reactants needed to synthesize it. The reactants are: C([N+](CCCC)(CCCC)CCCC)CCC.[P:18]([O:22][CH2:23][C@@H:24]1[C@@H:28]([O:29][P:30]([O:33][CH2:34][C@@H:35]2[C@@H:39]([OH:40])[C@@H:38]([OH:41])[C@H:37]([N:42]3[CH:50]=[N:49][C:48]4[C:43]3=[N:44][CH:45]=[N:46][C:47]=4[NH2:51])[O:36]2)([OH:32])=[O:31])[CH2:27][C@H:26]([N:52]2[CH:57]=[CH:56][C:55]([NH2:58])=[N:54][C:53]2=[O:59])[O:25]1)([OH:21])([OH:20])=[O:19].[C:60]([O:64][C:65]([NH:67][C@@H:68]([CH2:75][CH2:76][CH2:77][CH2:78][NH:79][C:80](=[O:97])[C@@H:81]([NH:89][C:90]([O:92][C:93]([CH3:96])([CH3:95])[CH3:94])=[O:91])[CH2:82][S:83][S:84][C:85]([CH3:88])([CH3:87])[CH3:86])[C:69](OCC#N)=[O:70])=[O:66])([CH3:63])([CH3:62])[CH3:61].